Dataset: Catalyst prediction with 721,799 reactions and 888 catalyst types from USPTO. Task: Predict which catalyst facilitates the given reaction. (1) Reactant: [NH2:1][C:2]1[C:3]([CH:12]=O)=[CH:4][CH:5]=[C:6]2[C:11]=1[N:10]=[CH:9][CH:8]=[CH:7]2.[C:14]([C:17]1[CH:22]=[CH:21][CH:20]=[C:19]([C:23](=O)[CH3:24])[CH:18]=1)(=O)[CH3:15].[OH-].[K+]. Product: [N:1]1[C:2]2[C:3](=[CH:4][CH:5]=[C:6]3[C:11]=2[N:10]=[CH:9][CH:8]=[CH:7]3)[CH:12]=[CH:15][C:14]=1[C:17]1[CH:22]=[CH:21][CH:20]=[C:19]([C:23]2[CH:24]=[CH:12][C:3]3[C:2](=[C:11]4[C:6](=[CH:5][CH:4]=3)[CH:7]=[CH:8][CH:9]=[N:10]4)[N:1]=2)[CH:18]=1. The catalyst class is: 8. (2) Reactant: Cl[C:2]1[CH:7]=[C:6](Cl)[C:5]([N+:9]([O-:11])=[O:10])=[CH:4][N:3]=1.CCN(C(C)C)C(C)C.[CH2:21]([NH2:28])[C:22]1[CH:27]=[CH:26][CH:25]=[CH:24][CH:23]=1.[CH3:29][N:30]1[CH2:35][CH2:34][NH:33][CH2:32][CH2:31]1. Product: [CH2:21]([NH:28][C:6]1[C:5]([N+:9]([O-:11])=[O:10])=[CH:4][N:3]=[C:2]([N:33]2[CH2:34][CH2:35][N:30]([CH3:29])[CH2:31][CH2:32]2)[CH:7]=1)[C:22]1[CH:27]=[CH:26][CH:25]=[CH:24][CH:23]=1. The catalyst class is: 37. (3) Reactant: C1COCC1.CO.O[Li].O.C[O:12][C:13]([C:15]1[S:23][C:22]2[C:17](=[N:18][CH:19]=[CH:20][C:21]=2[O:24][C:25]2[CH:26]=[C:27]3[C:31](=[CH:32][CH:33]=2)[N:30]([C:34](=[O:37])[NH:35][CH3:36])[C:29]([CH3:38])=[CH:28]3)[CH:16]=1)=[O:14]. Product: [CH3:38][C:29]1[N:30]([C:34](=[O:37])[NH:35][CH3:36])[C:31]2[C:27]([CH:28]=1)=[CH:26][C:25]([O:24][C:21]1[CH:20]=[CH:19][N:18]=[C:17]3[CH:16]=[C:15]([C:13]([OH:14])=[O:12])[S:23][C:22]=13)=[CH:33][CH:32]=2. The catalyst class is: 6. (4) Reactant: N#N.[CH:3]1([N:8]2[CH:12]=[C:11](I)[CH:10]=[N:9]2)[CH2:7][CH2:6][CH2:5][CH2:4]1.[CH3:14][C:15]1([CH3:31])[C:19]([CH3:21])([CH3:20])[O:18][B:17]([B:17]2[O:18][C:19]([CH3:21])([CH3:20])[C:15]([CH3:31])([CH3:14])[O:16]2)[O:16]1.C([O-])(=O)C.[K+]. The catalyst class is: 418. Product: [CH:3]1([N:8]2[CH:12]=[C:11]([B:17]3[O:18][C:19]([CH3:21])([CH3:20])[C:15]([CH3:31])([CH3:14])[O:16]3)[CH:10]=[N:9]2)[CH2:7][CH2:6][CH2:5][CH2:4]1. (5) Reactant: Br[CH2:2][C:3]1[CH:8]=[CH:7][C:6]([N+:9]([O-:11])=[O:10])=[CH:5][CH:4]=1.[CH2:12]([N:14]([CH2:17]C)CC)[CH3:13].[CH3:19][OH:20].C1C=CC(P(C2C=CC=CC=2)C2C=CC=CC=2)=CC=1. Product: [CH3:19][O:20][CH2:13][CH2:12][N:14]([CH3:17])[CH2:2][C:3]1[CH:8]=[CH:7][C:6]([N+:9]([O-:11])=[O:10])=[CH:5][CH:4]=1. The catalyst class is: 7. (6) Reactant: [CH2:1]([O:3][C:4]([C:6]1[CH:7]=[N:8][C:9]2[C:14]([C:15]=1OS(C(F)(F)F)(=O)=O)=[CH:13][CH:12]=[C:11]([C:24]([F:27])([F:26])[F:25])[CH:10]=2)=[O:5])[CH3:2].[CH3:28][C:29]1[CH:34]=[CH:33][C:32](B(O)O)=[C:31]([O:38][CH3:39])[CH:30]=1.P([O-])([O-])([O-])=O.[K+].[K+].[K+]. Product: [CH2:1]([O:3][C:4]([C:6]1[CH:7]=[N:8][C:9]2[C:14]([C:15]=1[C:33]1[CH:34]=[C:29]([CH3:28])[CH:30]=[C:31]([O:38][CH3:39])[CH:32]=1)=[CH:13][CH:12]=[C:11]([C:24]([F:27])([F:26])[F:25])[CH:10]=2)=[O:5])[CH3:2]. The catalyst class is: 660. (7) Reactant: [CH2:1]([O:3][C:4]([C:6]1[NH:14][C:13]2[C:12]([F:15])=[CH:11][N:10]=[CH:9][C:8]=2[C:7]=1[NH:16][C:17]1[CH:22]=[CH:21][C:20]([Si](C)(C)C)=[CH:19][C:18]=1[F:27])=[O:5])[CH3:2].[I:28]Cl. The catalyst class is: 2. Product: [CH2:1]([O:3][C:4]([C:6]1[NH:14][C:13]2[C:12]([F:15])=[CH:11][N:10]=[CH:9][C:8]=2[C:7]=1[NH:16][C:17]1[CH:22]=[CH:21][C:20]([I:28])=[CH:19][C:18]=1[F:27])=[O:5])[CH3:2]. (8) Reactant: [F:1][C:2]([F:29])([F:28])[C:3]1[C:12]([O:13][C:14]2[CH:19]=[CH:18][C:17]([O:20][C:21]([F:24])([F:23])[F:22])=[CH:16][CH:15]=2)=[CH:11][CH:10]=[C:9]2[C:4]=1[C:5]([OH:27])=[C:6]([CH3:26])[C:7]([CH3:25])=[N:8]2.[H-].[Na+].[CH:32]1([C:35](Cl)=[O:36])[CH2:34][CH2:33]1.O. Product: [CH:32]1([C:35]([O:27][C:5]2[C:4]3[C:9](=[CH:10][CH:11]=[C:12]([O:13][C:14]4[CH:19]=[CH:18][C:17]([O:20][C:21]([F:23])([F:22])[F:24])=[CH:16][CH:15]=4)[C:3]=3[C:2]([F:28])([F:1])[F:29])[N:8]=[C:7]([CH3:25])[C:6]=2[CH3:26])=[O:36])[CH2:34][CH2:33]1. The catalyst class is: 9. (9) Reactant: [CH3:1][C:2]1[CH:3]=[C:4]([C:12]2[CH:17]=[CH:16][C:15]([N+:18]([O-:20])=[O:19])=[CH:14][CH:13]=2)[CH:5]=[CH:6][C:7]=1[C:8]([O:10]C)=[O:9].CO.O.[OH-].[Na+]. Product: [CH3:1][C:2]1[CH:3]=[C:4]([C:12]2[CH:17]=[CH:16][C:15]([N+:18]([O-:20])=[O:19])=[CH:14][CH:13]=2)[CH:5]=[CH:6][C:7]=1[C:8]([OH:10])=[O:9]. The catalyst class is: 1.